From a dataset of Peptide-MHC class I binding affinity with 185,985 pairs from IEDB/IMGT. Regression. Given a peptide amino acid sequence and an MHC pseudo amino acid sequence, predict their binding affinity value. This is MHC class I binding data. (1) The peptide sequence is FSFEIALLK. The MHC is HLA-A26:02 with pseudo-sequence HLA-A26:02. The binding affinity (normalized) is 0.0847. (2) The MHC is H-2-Db with pseudo-sequence H-2-Db. The binding affinity (normalized) is 0.0361. The peptide sequence is NTYLFNIL. (3) The peptide sequence is REILTKTTV. The MHC is HLA-B18:01 with pseudo-sequence HLA-B18:01. The binding affinity (normalized) is 0.457. (4) The peptide sequence is RPPLNRNYV. The MHC is HLA-B51:01 with pseudo-sequence HLA-B51:01. The binding affinity (normalized) is 0.146. (5) The peptide sequence is WMGYELWPTKW. The MHC is Mamu-B17 with pseudo-sequence Mamu-B17. The binding affinity (normalized) is 0.352. (6) The peptide sequence is RQRAVRMVL. The MHC is HLA-B08:01 with pseudo-sequence HLA-B08:01. The binding affinity (normalized) is 0.0847. (7) The peptide sequence is ILRNYLRLY. The MHC is HLA-A68:01 with pseudo-sequence HLA-A68:01. The binding affinity (normalized) is 0.0407. (8) The peptide sequence is TMSYKLAIDM. The MHC is Mamu-A02 with pseudo-sequence Mamu-A02. The binding affinity (normalized) is 0.551. (9) The peptide sequence is STKNILVTV. The MHC is HLA-A02:01 with pseudo-sequence HLA-A02:01. The binding affinity (normalized) is 0.443. (10) The peptide sequence is MILVPLITV. The MHC is HLA-A02:01 with pseudo-sequence HLA-A02:01. The binding affinity (normalized) is 0.721.